From a dataset of Catalyst prediction with 721,799 reactions and 888 catalyst types from USPTO. Predict which catalyst facilitates the given reaction. Reactant: [CH2:1]([O:3][C:4](=[O:34])[C:5]([O:23][C:24]1[CH:29]=[CH:28][C:27]([C:30]([CH3:33])([CH3:32])[CH3:31])=[CH:26][CH:25]=1)([CH3:22])[CH:6]([C:8]1[CH:13]=[CH:12][C:11]([O:14][CH2:15][C:16]2[CH:21]=[CH:20][CH:19]=[CH:18][CH:17]=2)=[CH:10][CH:9]=1)[OH:7])[CH3:2].N1C=CC=CC=1.[F:41][C:42]([F:53])([F:52])[C:43](O[C:43](=[O:44])[C:42]([F:53])([F:52])[F:41])=[O:44]. Product: [CH2:1]([O:3][C:4](=[O:34])[C:5]([O:23][C:24]1[CH:29]=[CH:28][C:27]([C:30]([CH3:33])([CH3:32])[CH3:31])=[CH:26][CH:25]=1)([CH3:22])[CH:6]([C:8]1[CH:9]=[CH:10][C:11]([O:14][CH2:15][C:16]2[CH:21]=[CH:20][CH:19]=[CH:18][CH:17]=2)=[CH:12][CH:13]=1)[O:7][C:43](=[O:44])[C:42]([F:53])([F:52])[F:41])[CH3:2]. The catalyst class is: 2.